From a dataset of Full USPTO retrosynthesis dataset with 1.9M reactions from patents (1976-2016). Predict the reactants needed to synthesize the given product. (1) Given the product [NH2:2][C:3]([C:5]1[CH:10]=[C:9]([F:11])[CH:8]=[CH:7][C:6]=1[CH2:12][NH:13][C:31]([C:16]1[C:15]([OH:14])=[C:24]2[C:19]([CH:20]=[CH:21][CH:22]=[N:23]2)=[C:18]([N:25]([CH3:30])[S:26]([CH3:29])(=[O:28])=[O:27])[N:17]=1)=[O:32])=[O:4], predict the reactants needed to synthesize it. The reactants are: [Cl-].[NH2:2][C:3]([C:5]1[CH:10]=[C:9]([F:11])[CH:8]=[CH:7][C:6]=1[CH2:12][NH3+:13])=[O:4].[OH:14][C:15]1[C:16]([C:31](O)=[O:32])=[N:17][C:18]([N:25]([CH3:30])[S:26]([CH3:29])(=[O:28])=[O:27])=[C:19]2[C:24]=1[N:23]=[CH:22][CH:21]=[CH:20]2. (2) Given the product [CH3:23][C:14]1[C:13]([C:11]([NH:10][C@H:8]([C:5]2[CH:6]=[CH:7][C:2]([N:66]3[CH2:71][CH2:70][CH2:69][CH2:68][CH2:67]3)=[CH:3][CH:4]=2)[CH3:9])=[O:12])=[CH:22][C:21]2[C:16](=[N:17][CH:18]=[CH:19][CH:20]=2)[N:15]=1, predict the reactants needed to synthesize it. The reactants are: Br[C:2]1[CH:7]=[CH:6][C:5]([C@@H:8]([NH:10][C:11]([C:13]2[C:14]([CH3:23])=[N:15][C:16]3[C:21]([CH:22]=2)=[CH:20][CH:19]=[CH:18][N:17]=3)=[O:12])[CH3:9])=[CH:4][CH:3]=1.CC(C1C=C(C(C)C)C(C2C=CC=CC=2P(C2CCCCC2)C2CCCCC2)=C(C(C)C)C=1)C.[O-]P([O-])([O-])=O.[K+].[K+].[K+].[NH:66]1[CH2:71][CH2:70][CH2:69][CH2:68][CH2:67]1. (3) Given the product [CH3:37][S:38]([OH:41])(=[O:40])=[O:39].[CH2:8]1[C@@H:7]([C:6]2[CH:1]=[CH:2][CH:3]=[CH:4][CH:5]=2)[C@H:12]([CH2:13][O:14][C:15]2[CH:16]=[CH:17][C:18]3[O:23][CH2:22][O:21][C:19]=3[CH:20]=2)[CH2:11][NH:10][CH2:9]1, predict the reactants needed to synthesize it. The reactants are: [CH:1]1[C:6]([C@H:7]2[C@H:12]([CH2:13][O:14][C:15]3[CH:16]=[CH:17][C:18]4[O:23][CH2:22][O:21][C:19]=4[CH:20]=3)[CH2:11][NH:10][CH2:9][CH2:8]2)=[CH:5][CH:4]=[C:3](F)[CH:2]=1.[OH-].[K+].C1(NC(=O)[O-])C=CC=CC=1.[CH3:37][S:38]([OH:41])(=[O:40])=[O:39]. (4) Given the product [Cl:24][C:21]1[S:20][C:19]([C:17]2[O:16][N:15]=[C:14]([CH2:13][N:8]3[C:9]([CH2:11][OH:12])=[CH:10][C:6]([C:4]([OH:5])=[O:3])=[N:7]3)[CH:18]=2)=[CH:23][CH:22]=1, predict the reactants needed to synthesize it. The reactants are: C([O:3][C:4]([C:6]1[CH:10]=[C:9]([CH2:11][OH:12])[N:8]([CH2:13][C:14]2[CH:18]=[C:17]([C:19]3[S:20][C:21]([Cl:24])=[CH:22][CH:23]=3)[O:16][N:15]=2)[N:7]=1)=[O:5])C.[OH-].[Na+].Cl. (5) Given the product [C:40]([OH:44])(=[O:43])[CH:41]=[CH2:42].[NH2:8][C:40]([O:44][CH2:45][CH3:46])=[O:43], predict the reactants needed to synthesize it. The reactants are: CC1C(N=C=O)=CC([N:8]=C=O)=CC=1.C([O-])(=O)C.C([O-])(=O)C.C([Sn+2]CCCC)CCC.COC1C=CC(O)=CC=1.[C:40]([O:44][CH2:45][CH2:46]O)(=[O:43])[CH:41]=[CH2:42]. (6) Given the product [Br:13][CH2:1][C:2]1[C:11]2[C:6](=[CH:7][CH:8]=[CH:9][C:10]=2[CH3:12])[CH:5]=[CH:4][CH:3]=1, predict the reactants needed to synthesize it. The reactants are: [CH3:1][C:2]1[C:11]2[C:6](=[CH:7][CH:8]=[CH:9][C:10]=2[CH3:12])[CH:5]=[CH:4][CH:3]=1.[Br:13]N1C(=O)CCC1=O. (7) Given the product [CH3:1][N:2]1[C:3]2[CH:8]=[CH:7][C:6]([N+:9]([O-:11])=[O:10])=[CH:5][C:4]=2[N:12]=[C:14]1[NH2:13], predict the reactants needed to synthesize it. The reactants are: [CH3:1][NH:2][C:3]1[C:4]([NH2:12])=[CH:5][C:6]([N+:9]([O-:11])=[O:10])=[CH:7][CH:8]=1.[N:13]#[C:14]Br.